From a dataset of Peptide-MHC class II binding affinity with 134,281 pairs from IEDB. Regression. Given a peptide amino acid sequence and an MHC pseudo amino acid sequence, predict their binding affinity value. This is MHC class II binding data. (1) The peptide sequence is GKGEWMTTEDMLEVW. The MHC is DRB3_0301 with pseudo-sequence DRB3_0301. The binding affinity (normalized) is 0.238. (2) The peptide sequence is SNNGIKQQGIRYANP. The MHC is HLA-DQA10102-DQB10602 with pseudo-sequence HLA-DQA10102-DQB10602. The binding affinity (normalized) is 0.515. (3) The peptide sequence is RTATLILAGVSLLPV. The MHC is DRB1_0101 with pseudo-sequence DRB1_0101. The binding affinity (normalized) is 0.918. (4) The binding affinity (normalized) is 0.239. The MHC is HLA-DQA10401-DQB10402 with pseudo-sequence HLA-DQA10401-DQB10402. The peptide sequence is AAADLFRGTLDAA.